Dataset: Peptide-MHC class II binding affinity with 134,281 pairs from IEDB. Task: Regression. Given a peptide amino acid sequence and an MHC pseudo amino acid sequence, predict their binding affinity value. This is MHC class II binding data. (1) The peptide sequence is QKKPDFILATDIAEM. The MHC is DRB1_0802 with pseudo-sequence DRB1_0802. The binding affinity (normalized) is 0.498. (2) The peptide sequence is KKGAGGITIKKTGQA. The MHC is HLA-DQA10501-DQB10301 with pseudo-sequence HLA-DQA10501-DQB10301. The binding affinity (normalized) is 0.368. (3) The peptide sequence is GELQIVSKIDAAFKI. The MHC is DRB4_0101 with pseudo-sequence DRB4_0103. The binding affinity (normalized) is 0.647. (4) The peptide sequence is SMHLMLANAGRSSGS. The MHC is DRB3_0101 with pseudo-sequence DRB3_0101. The binding affinity (normalized) is 0.110.